Dataset: Reaction yield outcomes from USPTO patents with 853,638 reactions. Task: Predict the reaction yield, written as a fraction of the theoretical maximum amount of product (1.0 means a 100% yield; for example, 0.34 means a 34% yield). (1) The reactants are F[C:2]1[CH:12]=[CH:11][C:5]([C:6]([O:8][CH2:9]C)=O)=[CH:4][C:3]=1C(N1CCC2C(=CC=CC=2)C1)=O.[F:25][C:26]1[CH:36]=[CH:35][C:34](I)=[CH:33][C:27]=1[C:28]([O:30][CH2:31][CH3:32])=[O:29].C([OH:45])C1C=CC=CC=1. No catalyst specified. The product is [F:25][C:26]1[CH:36]=[CH:35][C:34]([C:9]([O:8][CH2:6][C:5]2[CH:11]=[CH:12][CH:2]=[CH:3][CH:4]=2)=[O:45])=[CH:33][C:27]=1[C:28]([O:30][CH2:31][CH3:32])=[O:29]. The yield is 0.920. (2) No catalyst specified. The yield is 0.460. The product is [F:37][C:15]1[C:16]([NH:21][S:22]([CH2:25][CH2:26][CH3:27])(=[O:23])=[O:24])=[CH:17][CH:18]=[C:19]([F:20])[C:14]=1[NH:13][C:11]([C:8]1[S:9][N:10]=[C:3]2[C:2]([NH2:1])=[N:7][CH:6]=[N:5][C:4]=12)=[O:12]. The reactants are [NH2:1][C:2]1[C:3]2[C:4](=[C:8]([C:11]([NH:13][C:14]3[C:19]([F:20])=[CH:18][CH:17]=[C:16]([N:21](CC4C=CC(OC)=CC=4)[S:22]([CH2:25][CH2:26][CH3:27])(=[O:24])=[O:23])[C:15]=3[F:37])=[O:12])[S:9][N:10]=2)[N:5]=[CH:6][N:7]=1.ClCCl.